This data is from Forward reaction prediction with 1.9M reactions from USPTO patents (1976-2016). The task is: Predict the product of the given reaction. (1) Given the reactants [CH2:1]([C:4]1[NH:9][C:8](=[O:10])[C:7]([Cl:11])=[CH:6][N:5]=1)[CH2:2][CH3:3].C1C=CC(P(C2C=CC=CC=2)C2C=CC=CC=2)=CC=1.[CH2:31](O)[C:32]1[CH:37]=[CH:36][CH:35]=[CH:34][CH:33]=1, predict the reaction product. The product is: [CH2:31]([N:9]1[C:8](=[O:10])[C:7]([Cl:11])=[CH:6][N:5]=[C:4]1[CH2:1][CH2:2][CH3:3])[C:32]1[CH:37]=[CH:36][CH:35]=[CH:34][CH:33]=1. (2) Given the reactants [Cl:1][C:2]1[CH:3]=[C:4]([N:10]2[C:14]([CH3:15])=[C:13]([O:16][C:17]3[CH:25]=[CH:24][C:20]([C:21](O)=[O:22])=[CH:19][CH:18]=3)[C:12]([CH3:26])=[N:11]2)[CH:5]=[CH:6][C:7]=1[C:8]#[N:9].ON1C2C=CC=CC=2N=N1.[NH:37]1[CH2:42][CH2:41][O:40][CH2:39][CH2:38]1.Cl.CN(C)CCCN=C=NCC.Cl, predict the reaction product. The product is: [Cl:1][C:2]1[CH:3]=[C:4]([N:10]2[C:14]([CH3:15])=[C:13]([O:16][C:17]3[CH:25]=[CH:24][C:20]([C:21]([N:37]4[CH2:42][CH2:41][O:40][CH2:39][CH2:38]4)=[O:22])=[CH:19][CH:18]=3)[C:12]([CH3:26])=[N:11]2)[CH:5]=[CH:6][C:7]=1[C:8]#[N:9]. (3) Given the reactants Cl[C:2]1[C:7]([C:8](=[O:11])[CH2:9][CH3:10])=[CH:6][CH:5]=[CH:4][N:3]=1.[C@]12(CS(O)(=O)=O)C(C)(C)C(CC1)CC2=O.[NH2:27][C:28]1[CH:33]=[CH:32][CH:31]=[CH:30][CH:29]=1, predict the reaction product. The product is: [C:28]1([NH:27][C:2]2[C:7]([C:8](=[O:11])[CH2:9][CH3:10])=[CH:6][CH:5]=[CH:4][N:3]=2)[CH:33]=[CH:32][CH:31]=[CH:30][CH:29]=1. (4) Given the reactants [CH:1]([N:4]([CH:11]([CH3:13])[CH3:12])[C:5](=[O:10])[O:6][CH:7](Cl)[CH3:8])([CH3:3])[CH3:2].[OH:14][C@@H:15]([C@H:17]1[C:37](=[O:38])[N:19]2[C:20]([C:34]([O-:36])=[O:35])=[C:21]([S:24]/[CH:25]=[CH:26]\[C:27]3[S:31][CH:30]=[N:29][C:28]=3[CH2:32][OH:33])[C@H:22]([CH3:23])[C@H:18]12)[CH3:16].[Na+], predict the reaction product. The product is: [OH:14][C@@H:15]([C@H:17]1[C:37](=[O:38])[N:19]2[C:20]([C:34]([O:36][CH:7]([O:6][C:5]([N:4]([CH:11]([CH3:13])[CH3:12])[CH:1]([CH3:3])[CH3:2])=[O:10])[CH3:8])=[O:35])=[C:21]([S:24]/[CH:25]=[CH:26]\[C:27]3[S:31][CH:30]=[N:29][C:28]=3[CH2:32][OH:33])[C@H:22]([CH3:23])[C@H:18]12)[CH3:16].